Regression. Given a peptide amino acid sequence and an MHC pseudo amino acid sequence, predict their binding affinity value. This is MHC class I binding data. From a dataset of Peptide-MHC class I binding affinity with 185,985 pairs from IEDB/IMGT. (1) The peptide sequence is WIKNLETYTR. The MHC is HLA-A11:01 with pseudo-sequence HLA-A11:01. The binding affinity (normalized) is 0.191. (2) The peptide sequence is RPRCAYLPF. The MHC is HLA-A26:01 with pseudo-sequence HLA-A26:01. The binding affinity (normalized) is 0.273. (3) The peptide sequence is RVRQAWDTL. The MHC is HLA-B48:01 with pseudo-sequence HLA-B48:01. The binding affinity (normalized) is 0.331. (4) The peptide sequence is ITIPIGLYL. The MHC is HLA-A11:01 with pseudo-sequence HLA-A11:01. The binding affinity (normalized) is 0.0847. (5) The peptide sequence is IISSSTLYF. The MHC is HLA-B15:01 with pseudo-sequence HLA-B15:01. The binding affinity (normalized) is 0.994.